From a dataset of Catalyst prediction with 721,799 reactions and 888 catalyst types from USPTO. Predict which catalyst facilitates the given reaction. Reactant: [Cl:1][C:2]1[CH:3]=[C:4]([OH:9])[CH:5]=[CH:6][C:7]=1[F:8].N1C=CC=CC=1.[C:16](OC(=O)C)(=[O:18])[CH3:17]. Product: [Cl:1][C:2]1[CH:3]=[C:4]([O:9][C:16](=[O:18])[CH3:17])[CH:5]=[CH:6][C:7]=1[F:8]. The catalyst class is: 4.